Dataset: Forward reaction prediction with 1.9M reactions from USPTO patents (1976-2016). Task: Predict the product of the given reaction. The product is: [Cl:1][C:2]1[C:3]([CH3:18])=[CH:4][C:5]([C:20]2[CH:25]=[C:24]([CH3:26])[N:23]=[C:22]([CH3:27])[CH:21]=2)=[CH:6][C:7]=1[CH3:8]. Given the reactants [Cl:1][C:2]1[C:7]([CH3:8])=[CH:6][C:5](B2OC(C)(C)C(C)(C)O2)=[CH:4][C:3]=1[CH3:18].Br[C:20]1[CH:25]=[C:24]([CH3:26])[N:23]=[C:22]([CH3:27])[CH:21]=1, predict the reaction product.